Predict the product of the given reaction. From a dataset of Forward reaction prediction with 1.9M reactions from USPTO patents (1976-2016). (1) Given the reactants [H-].[H-].[H-].[H-].[Li+].[Al+3].[I:7][C:8]1[CH:17]=[CH:16][C:11]([C:12](OC)=[O:13])=[C:10]([SH:18])[CH:9]=1, predict the reaction product. The product is: [I:7][C:8]1[CH:17]=[CH:16][C:11]([CH2:12][OH:13])=[C:10]([SH:18])[CH:9]=1. (2) Given the reactants [H-].[Na+].[C:3]([CH2:5]P(=O)(OCC)OCC)#[N:4].[N+:14]([C:17]1[CH:24]=[CH:23][CH:22]=[CH:21][C:18]=1[CH:19]=O)([O-:16])=[O:15].[Cl-].[NH4+], predict the reaction product. The product is: [N+:14]([C:17]1[CH:24]=[CH:23][CH:22]=[CH:21][C:18]=1[CH:19]=[CH:5][C:3]#[N:4])([O-:16])=[O:15].